Dataset: Reaction yield outcomes from USPTO patents with 853,638 reactions. Task: Predict the reaction yield, written as a fraction of the theoretical maximum amount of product (1.0 means a 100% yield; for example, 0.34 means a 34% yield). (1) The reactants are [C:1]([C:3]1[CH:4]=[C:5]([CH:10]=[CH:11][C:12]=1[OH:13])[C:6]([O:8][CH3:9])=[O:7])#[N:2].C([O-])([O-])=O.[K+].[K+].C(C(N)CBr)(O[C:23](C)([CH3:25])[CH3:24])=O. The catalyst is CN(C=O)C.O. The product is [C:1]([C:3]1[CH:4]=[C:5]([CH:10]=[CH:11][C:12]=1[O:13][CH:23]([CH3:25])[CH3:24])[C:6]([O:8][CH3:9])=[O:7])#[N:2]. The yield is 0.550. (2) The reactants are Br[CH2:2][CH2:3][O:4][C:5]1[CH:6]=[C:7]([C:23]([NH:25][CH2:26][C:27]2[CH:32]=[CH:31][C:30]([S:33]([CH:36]([CH3:38])[CH3:37])(=[O:35])=[O:34])=[CH:29][CH:28]=2)=[O:24])[C:8](=[O:22])[N:9]([C:12]2[CH:17]=[CH:16][CH:15]=[C:14]([C:18]([F:21])([F:20])[F:19])[CH:13]=2)[C:10]=1[CH3:11].[NH:39]1[CH2:44][CH2:43][O:42][CH2:41][CH2:40]1. No catalyst specified. The product is [CH:36]([S:33]([C:30]1[CH:31]=[CH:32][C:27]([CH2:26][NH:25][C:23]([C:7]2[C:8](=[O:22])[N:9]([C:12]3[CH:17]=[CH:16][CH:15]=[C:14]([C:18]([F:21])([F:20])[F:19])[CH:13]=3)[C:10]([CH3:11])=[C:5]([O:4][CH2:3][CH2:2][N:39]3[CH2:44][CH2:43][O:42][CH2:41][CH2:40]3)[CH:6]=2)=[O:24])=[CH:28][CH:29]=1)(=[O:35])=[O:34])([CH3:38])[CH3:37]. The yield is 0.130.